Dataset: Forward reaction prediction with 1.9M reactions from USPTO patents (1976-2016). Task: Predict the product of the given reaction. (1) Given the reactants [Cl-].[NH3+:2][C:3]1[C:16]2[NH:15][C:14]3[C:9](=[CH:10][CH:11]=[CH:12][CH:13]=3)[O:8][C:7]=2[CH:6]=[CH:5][CH:4]=1.[CH:17]([O-])=O.[Na+], predict the reaction product. The product is: [CH:17]1[N:15]2[C:16]3[C:3](=[CH:4][CH:5]=[CH:6][C:7]=3[O:8][C:9]3[C:14]2=[CH:13][CH:12]=[CH:11][CH:10]=3)[N:2]=1. (2) Given the reactants Cl[C:2]1[N:7]=[C:6]([C:8]([F:11])([F:10])[F:9])[CH:5]=[C:4]([C:12]2[CH:17]=[CH:16][C:15]([C:18]([F:21])([F:20])[F:19])=[C:14]([CH3:22])[CH:13]=2)[N:3]=1.[Br:23][C:24]1[CH:25]=[C:26](B(O)O)[CH:27]=[CH:28][CH:29]=1, predict the reaction product. The product is: [Br:23][C:24]1[CH:29]=[C:28]([C:2]2[N:3]=[C:4]([C:12]3[CH:17]=[CH:16][C:15]([C:18]([F:21])([F:20])[F:19])=[C:14]([CH3:22])[CH:13]=3)[CH:5]=[C:6]([C:8]([F:11])([F:10])[F:9])[N:7]=2)[CH:27]=[CH:26][CH:25]=1. (3) Given the reactants [CH3:1][O:2][C:3]1[CH:4]=[C:5]([NH:9][C:10](=O)[CH2:11][O:12][C:13]2[CH:18]=[CH:17][C:16]([O:19][C:20]3[C:29]4[C:24](=[CH:25][C:26]([O:32][CH3:33])=[C:27]([O:30][CH3:31])[CH:28]=4)[N:23]=[CH:22][CH:21]=3)=[CH:15][CH:14]=2)[CH:6]=[CH:7][CH:8]=1.Cl.[OH-].[Na+], predict the reaction product. The product is: [CH3:31][O:30][C:27]1[CH:28]=[C:29]2[C:24](=[CH:25][C:26]=1[O:32][CH3:33])[N:23]=[CH:22][CH:21]=[C:20]2[O:19][C:16]1[CH:15]=[CH:14][C:13]([O:12][CH2:11][CH2:10][NH:9][C:5]2[CH:6]=[CH:7][CH:8]=[C:3]([O:2][CH3:1])[CH:4]=2)=[CH:18][CH:17]=1. (4) Given the reactants [CH2:1]([O:3][C:4]([C@@H:6]1[CH2:11][CH2:10][C@H:9]([O:12][C:13]2[CH:21]=[CH:20][C:16]([C:17]([OH:19])=O)=[CH:15][CH:14]=2)[CH2:8][CH2:7]1)=[O:5])[CH3:2].Cl.C(N=C=NCCCN(C)C)C.O.ON1C2C=CC=CC=2N=N1.[NH2:45][CH2:46][CH2:47][NH:48][C:49](=[O:55])[O:50][C:51]([CH3:54])([CH3:53])[CH3:52], predict the reaction product. The product is: [C:51]([O:50][C:49]([NH:48][CH2:47][CH2:46][NH:45][C:17]([C:16]1[CH:15]=[CH:14][C:13]([O:12][C@@H:9]2[CH2:8][CH2:7][C@H:6]([C:4]([O:3][CH2:1][CH3:2])=[O:5])[CH2:11][CH2:10]2)=[CH:21][CH:20]=1)=[O:19])=[O:55])([CH3:54])([CH3:53])[CH3:52]. (5) Given the reactants [S:1]1[CH:5]=[CH:4][N:3]=[CH:2]1.C1C2C(OC(=O)N(C)[C:22]([NH:24][C:25]3[CH:30]=[CH:29][C:28]([Br:31])=[CH:27][CH:26]=3)=[S:23])C3C(=CC=CC=3)C=2C=CC=1.[Br:34][CH2:35][C:36](=O)CC, predict the reaction product. The product is: [Br:31][C:28]1[CH:29]=[CH:30][C:25]([NH:24][C:2]2[S:1][CH:5]=[C:4]([CH2:35][CH3:36])[N:3]=2)=[CH:26][CH:27]=1.[Br:34][C:22]1[S:23][CH:30]=[CH:25][N:24]=1. (6) Given the reactants C(OC(=O)[N:7]([C:16]1[N:17]=[C:18]([Cl:34])[CH:19]=[C:20]2[C:24]([CH3:25])=[C:23]([CH3:26])[N:22]([CH2:27][C:28]3[CH:33]=[CH:32][CH:31]=[CH:30][CH:29]=3)[C:21]=12)[CH2:8][C:9]1[CH:14]=[CH:13][C:12]([F:15])=[CH:11][CH:10]=1)(C)(C)C.Cl, predict the reaction product. The product is: [ClH:34].[CH2:27]([N:22]1[C:21]2=[C:16]([NH:7][CH2:8][C:9]3[CH:10]=[CH:11][C:12]([F:15])=[CH:13][CH:14]=3)[N:17]=[C:18]([Cl:34])[CH:19]=[C:20]2[C:24]([CH3:25])=[C:23]1[CH3:26])[C:28]1[CH:29]=[CH:30][CH:31]=[CH:32][CH:33]=1. (7) Given the reactants Cl[C:2]1[C:11]([OH:12])=[CH:10][C:9]2[C:4](=[CH:5][CH:6]=[CH:7][CH:8]=2)[N:3]=1.[C:13]1(C)C=CC=C[CH:14]=1, predict the reaction product. The product is: [CH:13]([C:2]1[C:11]([OH:12])=[CH:10][C:9]2[C:4](=[CH:5][CH:6]=[CH:7][CH:8]=2)[N:3]=1)=[CH2:14].